Dataset: Catalyst prediction with 721,799 reactions and 888 catalyst types from USPTO. Task: Predict which catalyst facilitates the given reaction. (1) Reactant: [F:1][C:2]1([F:30])[CH2:7][CH2:6][C:5]([CH2:9][NH:10][C:11]([C:13]2[C:14]3[CH:15]=[CH:16][C:17]([CH:24]4[CH2:28][CH2:27][C:26](=O)[CH2:25]4)=[N:18][C:19]=3[CH:20]=[CH:21][C:22]=2[Cl:23])=[O:12])([OH:8])[CH2:4][CH2:3]1.Cl.[NH:32]1[CH2:35][CH2:34][CH2:33]1. Product: [F:1][C:2]1([F:30])[CH2:3][CH2:4][C:5]([CH2:9][NH:10][C:11]([C:13]2[C:14]3[CH:15]=[CH:16][C:17]([CH:24]4[CH2:28][CH2:27][CH:26]([N:32]5[CH2:35][CH2:34][CH2:33]5)[CH2:25]4)=[N:18][C:19]=3[CH:20]=[CH:21][C:22]=2[Cl:23])=[O:12])([OH:8])[CH2:6][CH2:7]1. The catalyst class is: 15. (2) Reactant: [NH2:1][CH2:2][CH2:3][CH2:4][CH2:5][C@H:6]([NH:10][C:11]([O:13][C:14]([CH3:17])([CH3:16])[CH3:15])=[O:12])[C:7]([OH:9])=[O:8].[N+:18]([C:21]1[C:22]([S:27]Cl)=[N:23][CH:24]=[CH:25][CH:26]=1)([O-:20])=[O:19].C(N(CC)CC)C. Product: [C:14]([O:13][C:11]([NH:10][C@@H:6]([CH2:5][CH2:4][CH2:3][CH2:2][NH:1][S:27][C:22]1[C:21]([N+:18]([O-:20])=[O:19])=[CH:26][CH:25]=[CH:24][N:23]=1)[C:7]([OH:9])=[O:8])=[O:12])([CH3:17])([CH3:16])[CH3:15]. The catalyst class is: 4. (3) Product: [F:1][C:2](=[CH2:6])[C:3]([O:14][CH:9]([C:10]([F:13])([F:12])[F:11])[C:8]([F:16])([F:15])[F:7])=[O:4]. Reactant: [F:1][C:2](=[CH2:6])[C:3](Cl)=[O:4].[F:7][C:8]([F:16])([F:15])[CH:9]([OH:14])[C:10]([F:13])([F:12])[F:11].C(N(CC)CC)C. The catalyst class is: 6. (4) The catalyst class is: 11. Reactant: [C:1]([O:4][CH:5]1[CH:10](Br)[CH2:9][CH2:8][N:7]([C:12]([O:14][CH2:15][CH3:16])=[O:13])[CH2:6]1)(=[O:3])[CH3:2].C1CCN2C(=NCCC2)CC1. Product: [C:1]([O:4][CH:5]1[CH2:6][N:7]([C:12]([O:14][CH2:15][CH3:16])=[O:13])[CH2:8][CH:9]=[CH:10]1)(=[O:3])[CH3:2]. (5) Reactant: [CH3:1][C:2]1[CH:8]=[CH:7][C:6]([N+:9]([O-:11])=[O:10])=[CH:5][C:3]=1[NH2:4].[N+:12]([O-:15])([OH:14])=[O:13].[N:16]#[C:17][NH2:18]. Product: [N+:12]([O-:15])([O-:14])=[O:13].[CH3:1][C:2]1[CH:8]=[CH:7][C:6]([N+:9]([O-:11])=[O:10])=[CH:5][C:3]=1[NH:4][C:17]([NH2:18])=[NH2+:16]. The catalyst class is: 8. (6) The catalyst class is: 352. Reactant: [C:1]([C:3]1[CH:8]=[CH:7][C:6]([C:9]2[C:10]([C:18]([O:20]CC3C=CC=CC=3)=[O:19])=[C:11]([CH2:15][CH2:16][CH3:17])[NH:12][C:13]=2[CH3:14])=[CH:5][CH:4]=1)#[N:2].C1COCC1. Product: [C:1]([C:3]1[CH:4]=[CH:5][C:6]([C:9]2[C:10]([C:18]([OH:20])=[O:19])=[C:11]([CH2:15][CH2:16][CH3:17])[NH:12][C:13]=2[CH3:14])=[CH:7][CH:8]=1)#[N:2]. (7) Reactant: [Br:1][C:2]1[C:6]([C:7]([O:9][CH2:10][CH3:11])=[O:8])=[C:5]([N:12]2[CH2:16][CH2:15][C@H:14]([OH:17])[CH2:13]2)[N:4]([CH3:18])[N:3]=1.[CH3:19]N(C)C=O.[H-].[Na+].CI. Product: [Br:1][C:2]1[C:6]([C:7]([O:9][CH2:10][CH3:11])=[O:8])=[C:5]([N:12]2[CH2:16][CH2:15][C@H:14]([O:17][CH3:19])[CH2:13]2)[N:4]([CH3:18])[N:3]=1. The catalyst class is: 6. (8) Reactant: [Na].Cl.[CH:3]1([C:6](=[NH:8])[NH2:7])[CH2:5][CH2:4]1.C([O:11][C:12](=O)[CH:13]([F:19])[C:14](OCC)=[O:15])C.Cl. Product: [CH:3]1([C:6]2[N:7]=[C:14]([OH:15])[C:13]([F:19])=[C:12]([OH:11])[N:8]=2)[CH2:5][CH2:4]1. The catalyst class is: 24.